This data is from CYP2C19 inhibition data for predicting drug metabolism from PubChem BioAssay. The task is: Regression/Classification. Given a drug SMILES string, predict its absorption, distribution, metabolism, or excretion properties. Task type varies by dataset: regression for continuous measurements (e.g., permeability, clearance, half-life) or binary classification for categorical outcomes (e.g., BBB penetration, CYP inhibition). Dataset: cyp2c19_veith. (1) The molecule is c1ccc(-n2cnc3cc(NCc4cccs4)ccc32)cc1. The result is 1 (inhibitor). (2) The drug is O=C(O)C(Cc1ccccc1-c1ccccc1)C(=O)O. The result is 0 (non-inhibitor).